Dataset: Reaction yield outcomes from USPTO patents with 853,638 reactions. Task: Predict the reaction yield, written as a fraction of the theoretical maximum amount of product (1.0 means a 100% yield; for example, 0.34 means a 34% yield). (1) The reactants are [OH-].[K+].[CH3:3][O:4][C:5](=[O:28])[CH:6]([NH:15][C:16]([CH3:27])=[CH:17][C:18](=[O:26])[C:19]1[CH:24]=[CH:23][C:22]([F:25])=[CH:21][CH:20]=1)[CH2:7][C:8]1[CH:13]=[CH:12][C:11]([OH:14])=[CH:10][CH:9]=1.[Br:29][CH2:30][CH2:31]Br. The catalyst is C(O)C. The product is [CH3:3][O:4][C:5](=[O:28])[CH:6]([NH:15][C:16]([CH3:27])=[CH:17][C:18](=[O:26])[C:19]1[CH:20]=[CH:21][C:22]([F:25])=[CH:23][CH:24]=1)[CH2:7][C:8]1[CH:9]=[CH:10][C:11]([O:14][CH2:31][CH2:30][Br:29])=[CH:12][CH:13]=1. The yield is 0.270. (2) The reactants are [Cl:1][C:2]1[C:3]([C:33]2[C:41]3[C:36](=[CH:37][CH:38]=[CH:39][CH:40]=3)[NH:35][N:34]=2)=[N:4][C:5]([NH:8][C@@H:9]2[CH2:14][CH2:13][CH2:12][C@H:11]([N:15]([CH2:23][C:24]3[CH:29]=[CH:28][C:27]([N+:30]([O-])=O)=[CH:26][CH:25]=3)[C:16](=[O:22])[O:17][C:18]([CH3:21])([CH3:20])[CH3:19])[CH2:10]2)=[N:6][CH:7]=1.[NH4+].[Cl-]. The catalyst is CCO.O.[Fe]. The product is [C:18]([O:17][C:16](=[O:22])[N:15]([CH2:23][C:24]1[CH:25]=[CH:26][C:27]([NH2:30])=[CH:28][CH:29]=1)[C@H:11]1[CH2:12][CH2:13][CH2:14][C@@H:9]([NH:8][C:5]2[N:4]=[C:3]([C:33]3[C:41]4[C:36](=[CH:37][CH:38]=[CH:39][CH:40]=4)[NH:35][N:34]=3)[C:2]([Cl:1])=[CH:7][N:6]=2)[CH2:10]1)([CH3:21])([CH3:19])[CH3:20]. The yield is 0.606. (3) The yield is 0.150. The catalyst is C1(C)C=CC=CC=1.ClCCl. The product is [N:1]1[CH:6]=[CH:5][CH:4]=[C:3]([C:7]2[S:8][CH:9]=[C:10]([NH:17][C:18]([N:27]3[C:28]4[C:24](=[CH:23][C:22]([O:21][CH3:20])=[C:30]([C:31]([F:33])([F:34])[F:32])[CH:29]=4)[CH2:25][CH2:26]3)=[O:19])[N:11]=2)[CH:2]=1. The reactants are [N:1]1[CH:6]=[CH:5][CH:4]=[C:3]([C:7]2[S:8][CH:9]=[C:10](C(N=[N+]=[N-])=O)[N:11]=2)[CH:2]=1.[N-:17]=[C:18]=[O:19].[CH3:20][O:21][C:22]1[CH:23]=[C:24]2[C:28](=[CH:29][C:30]=1[C:31]([F:34])([F:33])[F:32])[NH:27][CH2:26][CH2:25]2.